This data is from Forward reaction prediction with 1.9M reactions from USPTO patents (1976-2016). The task is: Predict the product of the given reaction. Given the reactants C1(C)C(S(O[CH:11]2[CH2:16][CH2:15][N:14]([C:17]3[CH:22]=[CH:21][C:20]([N:23]4[CH2:27][C@H:26]([CH2:28][NH:29][C:30](=[O:32])[CH3:31])[O:25][C:24]4=[O:33])=[CH:19][C:18]=3[F:34])[CH2:13][CH:12]2[OH:35])(=O)=O)=CC=CC=1.[NH:37]1[CH:41]=[N:40][N:39]=[N:38]1.C([O-])([O-])=O.[K+].[K+].O, predict the reaction product. The product is: [N:37]1([CH:11]2[CH2:16][CH2:15][N:14]([C:17]3[CH:22]=[CH:21][C:20]([N:23]4[CH2:27][C@H:26]([CH2:28][NH:29][C:30](=[O:32])[CH3:31])[O:25][C:24]4=[O:33])=[CH:19][C:18]=3[F:34])[CH2:13][CH:12]2[OH:35])[CH:41]=[N:40][N:39]=[N:38]1.